Dataset: Full USPTO retrosynthesis dataset with 1.9M reactions from patents (1976-2016). Task: Predict the reactants needed to synthesize the given product. (1) Given the product [CH3:18][O:19][N:20]([CH3:21])[C:14]([C:12]1[N:13]=[C:9]([NH:8][C:6](=[O:7])[O:5][C:1]([CH3:2])([CH3:3])[CH3:4])[S:10][CH:11]=1)=[O:16], predict the reactants needed to synthesize it. The reactants are: [C:1]([O:5][C:6]([NH:8][C:9]1[S:10][CH:11]=[C:12]([C:14]([OH:16])=O)[N:13]=1)=[O:7])([CH3:4])([CH3:3])[CH3:2].Cl.[CH3:18][O:19][NH:20][CH3:21].CN(C(ON1N=NC2C=CC=NC1=2)=[N+](C)C)C.F[P-](F)(F)(F)(F)F.C(N(CC)CC)C. (2) The reactants are: [F:1][C:2]([F:19])([F:18])[C:3]1[CH:8]=[CH:7][C:6]([C:9]2[C:10]([C:15](Cl)=[O:16])=[CH:11][CH:12]=[CH:13][CH:14]=2)=[CH:5][CH:4]=1.[NH2:20][C:21]1[CH:22]=[C:23]2[C:28](=[CH:29][CH:30]=1)[N:27]([CH2:31][CH2:32][C:33]1[CH:38]=[CH:37][CH:36]=[CH:35][N:34]=1)[C:26](=[O:39])[CH2:25][CH2:24]2.C(N(CC)CC)C.C(OCC)(=O)C. Given the product [O:39]=[C:26]1[CH2:25][CH2:24][C:23]2[C:28](=[CH:29][CH:30]=[C:21]([NH:20][C:15]([C:10]3[C:9]([C:6]4[CH:7]=[CH:8][C:3]([C:2]([F:19])([F:18])[F:1])=[CH:4][CH:5]=4)=[CH:14][CH:13]=[CH:12][CH:11]=3)=[O:16])[CH:22]=2)[N:27]1[CH2:31][CH2:32][C:33]1[CH:38]=[CH:37][CH:36]=[CH:35][N:34]=1, predict the reactants needed to synthesize it.